From a dataset of Forward reaction prediction with 1.9M reactions from USPTO patents (1976-2016). Predict the product of the given reaction. (1) Given the reactants [CH3:1][O:2][C:3](=[O:19])[CH:4]([C:8](=[O:18])[C:9]1[CH:14]=[CH:13][C:12]([Br:15])=[CH:11][C:10]=1[O:16][CH3:17])[C:5](=O)[CH3:6].Cl.[NH2:21]O, predict the reaction product. The product is: [CH3:1][O:2][C:3]([C:4]1[C:5]([CH3:6])=[N:21][O:18][C:8]=1[C:9]1[CH:14]=[CH:13][C:12]([Br:15])=[CH:11][C:10]=1[O:16][CH3:17])=[O:19]. (2) Given the reactants [CH2:1]([O:8][C:9]([C:11]1[NH:12][C:13]([CH:16]=[O:17])=[CH:14][CH:15]=1)=[O:10])[C:2]1[CH:7]=[CH:6][CH:5]=[CH:4][CH:3]=1.[CH2:18](OC(C1NC(C(O)=O)=CC=1)=O)C1C=CC=CC=1.C(=O)([O-])[O-].[Cs+].[Cs+].CI, predict the reaction product. The product is: [CH:16]([C:13]1[N:12]([CH3:18])[C:11]([C:9]([O:8][CH2:1][C:2]2[CH:7]=[CH:6][CH:5]=[CH:4][CH:3]=2)=[O:10])=[CH:15][CH:14]=1)=[O:17]. (3) Given the reactants [CH3:1][C:2]1[S:3][C:4]([C:9]2[CH:14]=[CH:13][CH:12]=[CH:11][CH:10]=2)=[CH:5][C:6]=1[CH:7]=[O:8].[CH:15]1([Mg]Br)[CH2:20][CH2:19][CH2:18][CH2:17][CH2:16]1.O1CCCC1.Cl, predict the reaction product. The product is: [CH:15]1([CH:7]([C:6]2[CH:5]=[C:4]([C:9]3[CH:14]=[CH:13][CH:12]=[CH:11][CH:10]=3)[S:3][C:2]=2[CH3:1])[OH:8])[CH2:20][CH2:19][CH2:18][CH2:17][CH2:16]1. (4) The product is: [ClH:19].[CH3:11][C:10]([CH3:13])([CH3:12])[CH2:9][C@H:8]([NH2:7])[CH2:14][N:15]([CH3:17])[CH3:16]. Given the reactants C(OC(=O)[NH:7][C@H:8]([CH2:14][N:15]([CH3:17])[CH3:16])[CH2:9][C:10]([CH3:13])([CH3:12])[CH3:11])(C)(C)C.[ClH:19].C(OCC)(=O)C, predict the reaction product. (5) The product is: [NH2:27][C:23]1[C:22]2[N:21]([C:20]([CH:28]3[CH2:31][CH2:30][CH2:29]3)=[N:19][C:18]=2[C:14]2[CH:13]=[C:12]([CH:17]=[CH:16][CH:15]=2)[O:11][CH2:10][C:6]2[CH:5]=[C:4]([CH:9]=[CH:8][CH:7]=2)[C:3]([NH2:33])=[O:2])[CH:26]=[CH:25][N:24]=1. Given the reactants C[O:2][C:3](=O)[C:4]1[CH:9]=[CH:8][CH:7]=[C:6]([CH2:10][O:11][C:12]2[CH:17]=[CH:16][CH:15]=[C:14]([C:18]3[N:19]=[C:20]([CH:28]4[CH2:31][CH2:30][CH2:29]4)[N:21]4[CH:26]=[CH:25][N:24]=[C:23]([NH2:27])[C:22]=34)[CH:13]=2)[CH:5]=1.[NH3:33], predict the reaction product. (6) Given the reactants [NH2:1][C:2]1[CH:7]=[C:6]([O:8][C:9]2[CH:14]=[CH:13][C:12]([NH:15][C:16]([C:18]3[C:19](=[O:31])[N:20]([C:25]4[CH:30]=[CH:29][CH:28]=[CH:27][CH:26]=4)[N:21]([CH3:24])[C:22]=3[CH3:23])=[O:17])=[CH:11][C:10]=2[F:32])[CH:5]=[CH:4][N:3]=1.CCN(CC)CC.[C:40](OC(=O)C)(=[O:42])[CH3:41], predict the reaction product. The product is: [C:40]([NH:1][C:2]1[CH:7]=[C:6]([O:8][C:9]2[CH:14]=[CH:13][C:12]([NH:15][C:16]([C:18]3[C:19](=[O:31])[N:20]([C:25]4[CH:26]=[CH:27][CH:28]=[CH:29][CH:30]=4)[N:21]([CH3:24])[C:22]=3[CH3:23])=[O:17])=[CH:11][C:10]=2[F:32])[CH:5]=[CH:4][N:3]=1)(=[O:42])[CH3:41]. (7) Given the reactants [Cl:1][C:2]1[CH:7]=[CH:6][C:5](Br)=[CH:4][CH:3]=1.[C:9]([O:13][C:14]([N:16]1[CH2:21][CH2:20][NH:19][C@H:18]([CH3:22])[CH2:17]1)=[O:15])([CH3:12])([CH3:11])[CH3:10].C1C=CC(P(C2C(C3C(P(C4C=CC=CC=4)C4C=CC=CC=4)=CC=C4C=3C=CC=C4)=C3C(C=CC=C3)=CC=2)C2C=CC=CC=2)=CC=1.CC(C)([O-])C.[Na+], predict the reaction product. The product is: [C:9]([O:13][C:14]([N:16]1[CH2:21][CH2:20][N:19]([C:5]2[CH:6]=[CH:7][C:2]([Cl:1])=[CH:3][CH:4]=2)[C@H:18]([CH3:22])[CH2:17]1)=[O:15])([CH3:12])([CH3:10])[CH3:11].